Dataset: Reaction yield outcomes from USPTO patents with 853,638 reactions. Task: Predict the reaction yield, written as a fraction of the theoretical maximum amount of product (1.0 means a 100% yield; for example, 0.34 means a 34% yield). (1) The reactants are C[O:2][C:3]1[CH:8]=[CH:7][C:6]([CH2:9][C:10]2[CH:15]=[CH:14][C:13]([I:16])=[CH:12][CH:11]=2)=[CH:5][CH:4]=1.B(Br)(Br)Br. The catalyst is C(Cl)Cl. The product is [I:16][C:13]1[CH:12]=[CH:11][C:10]([CH2:9][C:6]2[CH:7]=[CH:8][C:3]([OH:2])=[CH:4][CH:5]=2)=[CH:15][CH:14]=1. The yield is 0.920. (2) The reactants are [CH2:1]([NH:8][C:9](=[O:18])[NH:10][C:11]([CH3:17])([CH3:16])[CH2:12][C:13]([OH:15])=O)[C:2]1[CH:7]=[CH:6][CH:5]=[CH:4][CH:3]=1.[NH2:19][C@@H:20]([CH2:43][C:44]1[CH:49]=[CH:48][C:47]([O:50][C:51]([CH3:54])([CH3:53])[CH3:52])=[CH:46][CH:45]=1)[C:21]([N:23]([CH2:35][CH:36]([O:40][CH2:41][CH3:42])[O:37][CH2:38][CH3:39])[CH2:24][C:25]1[C:34]2[C:29](=[CH:30][CH:31]=[CH:32][CH:33]=2)[CH:28]=[CH:27][CH:26]=1)=[O:22]. No catalyst specified. The product is [CH2:1]([NH:8][C:9](=[O:18])[NH:10][C:11]([CH3:17])([CH3:16])[CH2:12][C:13]([NH:19][C@@H:20]([CH2:43][C:44]1[CH:49]=[CH:48][C:47]([O:50][C:51]([CH3:53])([CH3:52])[CH3:54])=[CH:46][CH:45]=1)[C:21]([N:23]([CH2:35][CH:36]([O:40][CH2:41][CH3:42])[O:37][CH2:38][CH3:39])[CH2:24][C:25]1[C:34]2[C:29](=[CH:30][CH:31]=[CH:32][CH:33]=2)[CH:28]=[CH:27][CH:26]=1)=[O:22])=[O:15])[C:2]1[CH:3]=[CH:4][CH:5]=[CH:6][CH:7]=1. The yield is 0.890. (3) The reactants are [C:1]1(=[O:6])[CH2:5][CH2:4][CH2:3][CH2:2]1.N1C=CC=CC=1.[S:13](O[S:13]([C:16]([F:19])([F:18])[F:17])(=[O:15])=[O:14])([C:16]([F:19])([F:18])[F:17])(=[O:15])=[O:14]. The catalyst is C(Cl)Cl. The product is [C:1]1([O:6][S:13]([C:16]([F:19])([F:18])[F:17])(=[O:15])=[O:14])[CH2:5][CH2:4][CH2:3][CH:2]=1. The yield is 0.220. (4) The reactants are [NH2:1][C:2]1[N:14]=[C:13]2[N:4]([C:5]([CH2:17][C:18]3[CH:26]=[CH:25][C:21]4[O:22][CH2:23][O:24][C:20]=4[CH:19]=3)=[N:6][C:7]3[CH:8]=[CH:9][C:10]([C:15]#[N:16])=[CH:11][C:12]=32)[N:3]=1.[BH4-].[Na+]. The catalyst is O1CCCC1.CO.[Co](Cl)Cl. The product is [NH2:16][CH2:15][C:10]1[CH:9]=[CH:8][C:7]2[N:6]=[C:5]([CH2:17][C:18]3[CH:26]=[CH:25][C:21]4[O:22][CH2:23][O:24][C:20]=4[CH:19]=3)[N:4]3[N:3]=[C:2]([NH2:1])[N:14]=[C:13]3[C:12]=2[CH:11]=1. The yield is 0.0700. (5) The reactants are [NH2:1][C:2]1[CH:3]=[C:4]([CH:16]=[CH:17][C:18]=1[Cl:19])[O:5][C:6]1[CH:11]=[CH:10][N:9]=[C:8]([NH2:12])[C:7]=1[N+:13]([O-:15])=[O:14].[F:20][C:21]([F:33])([F:32])[O:22][C:23]1[CH:24]=[C:25]([CH:29]=[CH:30][CH:31]=1)[C:26](Cl)=[O:27]. No catalyst specified. The product is [NH2:12][C:8]1[C:7]([N+:13]([O-:15])=[O:14])=[C:6]([O:5][C:4]2[CH:16]=[CH:17][C:18]([Cl:19])=[C:2]([NH:1][C:26](=[O:27])[C:25]3[CH:29]=[CH:30][CH:31]=[C:23]([O:22][C:21]([F:20])([F:32])[F:33])[CH:24]=3)[CH:3]=2)[CH:11]=[CH:10][N:9]=1. The yield is 0.330. (6) The reactants are I[C:2]1[C:7]([O:8][C:9]2[C:18]3[C:13](=[CH:14][C:15]([O:21][CH3:22])=[C:16]([O:19][CH3:20])[CH:17]=3)[N:12]=[CH:11][CH:10]=2)=[CH:6][CH:5]=[C:4]([CH3:23])[N:3]=1.[Cl:24][C:25]1[CH:26]=[C:27](B(O)O)[CH:28]=[CH:29][CH:30]=1.C(=O)([O-])O.[Na+]. The catalyst is C1(C)C=CC=CC=1. The product is [Cl:24][C:25]1[CH:30]=[C:29]([C:2]2[C:7]([O:8][C:9]3[C:18]4[C:13](=[CH:14][C:15]([O:21][CH3:22])=[C:16]([O:19][CH3:20])[CH:17]=4)[N:12]=[CH:11][CH:10]=3)=[CH:6][CH:5]=[C:4]([CH3:23])[N:3]=2)[CH:28]=[CH:27][CH:26]=1. The yield is 0.730. (7) The reactants are Cl[C:2]1[N:3]=[C:4]([OH:12])[C:5]2[CH:11]=[CH:10][N:9]=[CH:8][C:6]=2[N:7]=1.[CH3:13][N:14]([C:22]1[CH:27]=[CH:26][CH:25]=[CH:24][CH:23]=1)[C:15]1[CH:20]=[CH:19][C:18]([OH:21])=[CH:17][CH:16]=1. No catalyst specified. The product is [CH3:13][N:14]([C:22]1[CH:23]=[CH:24][CH:25]=[CH:26][CH:27]=1)[C:15]1[CH:20]=[CH:19][C:18]([O:21][C:2]2[N:3]=[C:4]([OH:12])[C:5]3[CH:11]=[CH:10][N:9]=[CH:8][C:6]=3[N:7]=2)=[CH:17][CH:16]=1. The yield is 0.180. (8) The product is [C:8]([C@H:12]1[CH2:13][CH2:14][C@H:15]([O:18][C:19]2[CH:28]=[C:27]3[C:22]([CH:23]=[C:24]([CH2:6][NH:3][CH2:4][CH2:55][C:54]([O:53][C:36]([CH3:37])([CH3:41])[CH3:35])=[O:56])[N:25]=[CH:26]3)=[CH:21][CH:20]=2)[CH2:16][CH2:17]1)([CH3:10])([CH3:11])[CH3:9]. The reactants are C([N:3]([CH2:6]C)[CH2:4]C)C.[C:8]([C@H:12]1[CH2:17][CH2:16][C@H:15]([O:18][C:19]2[CH:28]=[C:27]3[C:22]([CH:23]=[C:24](C=O)[N:25]=[CH:26]3)=[CH:21][CH:20]=2)[CH2:14][CH2:13]1)([CH3:11])([CH3:10])[CH3:9].Cl.C(O[C:35](=O)[CH2:36][CH2:37]N)C.Cl[CH2:41]CCl.[C:54]([O:53][BH-]([O:53][C:54](=[O:56])[CH3:55])[O:53][C:54](=[O:56])[CH3:55])(=[O:56])[CH3:55].[Na+]. The yield is 0.970. The catalyst is C(Cl)Cl. (9) The reactants are [F:1][C:2]1[CH:20]=[CH:19][C:5]([CH2:6][O:7][C:8]2[CH:13]=[CH:12][C:11]([CH:14]=[CH:15][C:16](O)=[O:17])=[CH:10][CH:9]=2)=[CH:4][CH:3]=1.C(N1C=CN=C1)(N1C=CN=C1)=O.N1C=CN=C1.[H-].[Na+].[NH2:40][C:41]1[S:42][S:43][C:44](=[S:46])[N:45]=1. The catalyst is O1CCCC1.O. The product is [F:1][C:2]1[CH:20]=[CH:19][C:5]([CH2:6][O:7][C:8]2[CH:13]=[CH:12][C:11]([CH:14]=[CH:15][C:16]([NH:40][C:41]3[S:42][S:43][C:44](=[S:46])[N:45]=3)=[O:17])=[CH:10][CH:9]=2)=[CH:4][CH:3]=1. The yield is 0.0900.